Dataset: Peptide-MHC class I binding affinity with 185,985 pairs from IEDB/IMGT. Task: Regression. Given a peptide amino acid sequence and an MHC pseudo amino acid sequence, predict their binding affinity value. This is MHC class I binding data. The peptide sequence is TVLGLGLSLK. The MHC is HLA-A33:01 with pseudo-sequence HLA-A33:01. The binding affinity (normalized) is 0.115.